Dataset: Full USPTO retrosynthesis dataset with 1.9M reactions from patents (1976-2016). Task: Predict the reactants needed to synthesize the given product. Given the product [Cl:6][C:7]1[N:8]=[N:9][C:10]([CH2:31][Cl:3])=[C:11]([C:21]2[CH:26]=[C:25]([O:27][CH3:28])[CH:24]=[C:23]([O:29][CH3:30])[CH:22]=2)[C:12]=1[C:13]1[C:18]([F:19])=[CH:17][CH:16]=[CH:15][C:14]=1[F:20], predict the reactants needed to synthesize it. The reactants are: P(Cl)(Cl)([Cl:3])=O.[Cl:6][C:7]1[N:8]=[N:9][C:10]([CH3:31])=[C:11]([C:21]2[CH:26]=[C:25]([O:27][CH3:28])[CH:24]=[C:23]([O:29][CH3:30])[CH:22]=2)[C:12]=1[C:13]1[C:18]([F:19])=[CH:17][CH:16]=[CH:15][C:14]=1[F:20].